From a dataset of Forward reaction prediction with 1.9M reactions from USPTO patents (1976-2016). Predict the product of the given reaction. (1) Given the reactants [N+:1]([C:4]1[CH:5]=[C:6]([CH2:10][C:11]([NH:13][C@H:14]([C:16]([OH:18])=O)[CH3:15])=[O:12])[CH:7]=[CH:8][CH:9]=1)([O-:3])=[O:2].Cl.[CH3:20][O:21][C:22](=[O:29])[C@H:23]([CH2:25][CH:26]([CH3:28])[CH3:27])[NH2:24], predict the reaction product. The product is: [CH3:20][O:21][C:22](=[O:29])[C@H:23]([CH2:25][CH:26]([CH3:28])[CH3:27])[NH:24][C:16](=[O:18])[C@H:14]([CH3:15])[NH:13][C:11](=[O:12])[CH2:10][C:6]1[CH:7]=[CH:8][CH:9]=[C:4]([N+:1]([O-:3])=[O:2])[CH:5]=1. (2) The product is: [CH2:1]([O:3][C:4](=[O:13])[C:5]([C:7]1([OH:12])[CH2:8][CH2:9][CH2:10][CH2:11]1)=[N:25][NH:24][CH2:23][CH2:22][CH:21]([CH3:26])[CH3:20])[CH3:2]. Given the reactants [CH2:1]([O:3][C:4](=[O:13])[C:5]([C:7]1([OH:12])[CH2:11][CH2:10][CH2:9][CH2:8]1)=O)[CH3:2].C(O)(=O)C(O)=O.[CH3:20][CH:21]([CH3:26])[CH2:22][CH2:23][NH:24][NH2:25].CC([O-])=O.[Na+], predict the reaction product. (3) Given the reactants [Cl:1][C:2]1[CH:3]=[C:4]2[C:12](=[O:13])[C:11]3[CH:14]=[C:15]([CH:18]=[CH2:19])[N:16]=[CH:17][C:10]=3[CH:9]=[CH:8][C:5]2=[N:6][CH:7]=1.[BH4-].[Na+].[NH4+].[Cl-], predict the reaction product. The product is: [Cl:1][C:2]1[CH:3]=[C:4]2[CH:12]([OH:13])[C:11]3[CH:14]=[C:15]([CH2:18][CH3:19])[N:16]=[CH:17][C:10]=3[CH:9]=[CH:8][C:5]2=[N:6][CH:7]=1. (4) The product is: [Cl:1][C:2]1[CH:7]=[CH:6][C:5]([C:8]2[C:12]3[CH2:13][N:14]([S:17]([CH3:20])(=[O:18])=[O:19])[CH2:15][CH2:16][C:11]=3[N:10]([CH2:21][CH2:22][CH2:23][N:24]3[CH2:29][CH2:28][O:27][CH2:26][CH2:25]3)[N:9]=2)=[CH:4][C:3]=1[C:30]#[C:31][C:32]1[CH:41]=[C:40]2[C:35]([CH2:36][C@H:37]([CH2:42][OH:43])[NH:38][CH2:39]2)=[CH:34][CH:33]=1. Given the reactants [Cl:1][C:2]1[CH:7]=[CH:6][C:5]([C:8]2[C:12]3[CH2:13][N:14]([S:17]([CH3:20])(=[O:19])=[O:18])[CH2:15][CH2:16][C:11]=3[N:10]([CH2:21][CH2:22][CH2:23][N:24]3[CH2:29][CH2:28][O:27][CH2:26][CH2:25]3)[N:9]=2)=[CH:4][C:3]=1[C:30]#[C:31][C:32]1[CH:41]=[C:40]2[C:35]([CH2:36][C@H:37]([C:42](OC)=[O:43])[NH:38][CH2:39]2)=[CH:34][CH:33]=1.CC(C[AlH]CC(C)C)C, predict the reaction product.